The task is: Regression. Given two drug SMILES strings and cell line genomic features, predict the synergy score measuring deviation from expected non-interaction effect.. This data is from NCI-60 drug combinations with 297,098 pairs across 59 cell lines. (1) Drug 1: C1C(C(OC1N2C=NC3=C(N=C(N=C32)Cl)N)CO)O. Drug 2: C(=O)(N)NO. Cell line: SF-295. Synergy scores: CSS=-0.505, Synergy_ZIP=-4.25, Synergy_Bliss=-4.57, Synergy_Loewe=-7.27, Synergy_HSA=-5.78. (2) Drug 1: CC1CCC2CC(C(=CC=CC=CC(CC(C(=O)C(C(C(=CC(C(=O)CC(OC(=O)C3CCCCN3C(=O)C(=O)C1(O2)O)C(C)CC4CCC(C(C4)OC)O)C)C)O)OC)C)C)C)OC. Drug 2: CC(C)CN1C=NC2=C1C3=CC=CC=C3N=C2N. Cell line: HCT-15. Synergy scores: CSS=29.0, Synergy_ZIP=2.63, Synergy_Bliss=2.87, Synergy_Loewe=-11.2, Synergy_HSA=-0.298.